From a dataset of Catalyst prediction with 721,799 reactions and 888 catalyst types from USPTO. Predict which catalyst facilitates the given reaction. (1) Reactant: [Cl:1][C:2]1[CH:7]=[C:6]([Cl:8])[CH:5]=[CH:4][C:3]=1[S:9]([NH:12][C:13]1[C:21]([O:22][C:23]2[CH:28]=[CH:27][C:26]([CH2:29][C:30]([O:32]C)=[O:31])=[C:25]([CH3:34])[C:24]=2[CH3:35])=[CH:20][CH:19]=[C:18]2[C:14]=1[CH:15]=[C:16]([CH3:36])[NH:17]2)(=[O:11])=[O:10].[Li+].[OH-]. Product: [Cl:1][C:2]1[CH:7]=[C:6]([Cl:8])[CH:5]=[CH:4][C:3]=1[S:9]([NH:12][C:13]1[C:21]([O:22][C:23]2[CH:28]=[CH:27][C:26]([CH2:29][C:30]([OH:32])=[O:31])=[C:25]([CH3:34])[C:24]=2[CH3:35])=[CH:20][CH:19]=[C:18]2[C:14]=1[CH:15]=[C:16]([CH3:36])[NH:17]2)(=[O:10])=[O:11]. The catalyst class is: 253. (2) Reactant: Br[CH2:2][CH2:3][O:4][CH3:5].C(=O)([O-])[O-].[K+].[K+].[F:12][C:13]1[C:18]([OH:19])=[CH:17][N:16]=[C:15]2[N:20]([Si](C(C)C)(C(C)C)C(C)C)[CH:21]=[CH:22][C:14]=12. Product: [F:12][C:13]1[C:18]([O:19][CH2:2][CH2:3][O:4][CH3:5])=[CH:17][N:16]=[C:15]2[NH:20][CH:21]=[CH:22][C:14]=12. The catalyst class is: 3. (3) Reactant: [CH3:1][S:2]([C:5]1[CH:11]=[CH:10][C:8]([NH2:9])=[CH:7][C:6]=1[C:12]([F:15])([F:14])[F:13])(=[O:4])=[O:3].[N+:16]([O-])([O-])=O.[Na+].O.O.[Sn](Cl)[Cl:24].[OH-].[Na+]. Product: [ClH:24].[CH3:1][S:2]([C:5]1[CH:11]=[CH:10][C:8]([NH:9][NH2:16])=[CH:7][C:6]=1[C:12]([F:13])([F:14])[F:15])(=[O:4])=[O:3]. The catalyst class is: 126. (4) Reactant: [NH2:1][CH:2]1[CH2:11][C:10]2[C:9]([C:12]([NH2:14])=[O:13])=[CH:8][CH:7]=[C:6]([F:15])[C:5]=2[O:4][CH2:3]1.[CH:16](=O)[CH2:17][CH3:18].C(O)(=O)C.C(O[BH-](OC(=O)C)OC(=O)C)(=O)C.[Na+]. Product: [F:15][C:6]1[C:5]2[O:4][CH2:3][CH:2]([NH:1][CH2:16][CH2:17][CH3:18])[CH2:11][C:10]=2[C:9]([C:12]([NH2:14])=[O:13])=[CH:8][CH:7]=1. The catalyst class is: 26.